Predict the product of the given reaction. From a dataset of Forward reaction prediction with 1.9M reactions from USPTO patents (1976-2016). (1) Given the reactants [CH2:1]([CH:3]([C:6]1[C:10]([CH2:11][CH2:12][CH2:13][OH:14])=[CH:9][N:8]([C:15]2[CH:20]=[CH:19][C:18]([C:21]([F:24])([F:23])[F:22])=[CH:17][N:16]=2)[N:7]=1)[CH2:4][CH3:5])[CH3:2].[CH2:25]([O:27][C:28]1[C:29](O)=[C:30]([CH2:34][C:35]([O:37]C)=[O:36])[CH:31]=[CH:32][CH:33]=1)[CH3:26].C(P(CCCC)CCCC)CCC.N(C(N1CCCCC1)=O)=NC(N1CCCCC1)=O, predict the reaction product. The product is: [CH2:25]([O:27][C:28]1[C:29]([O:14][CH2:13][CH2:12][CH2:11][C:10]2[C:6]([CH:3]([CH2:4][CH3:5])[CH2:1][CH3:2])=[N:7][N:8]([C:15]3[CH:20]=[CH:19][C:18]([C:21]([F:23])([F:24])[F:22])=[CH:17][N:16]=3)[CH:9]=2)=[C:30]([CH2:34][C:35]([OH:37])=[O:36])[CH:31]=[CH:32][CH:33]=1)[CH3:26]. (2) Given the reactants Cl[C:2]1[N:3]=[CH:4][C:5]2[N:11]([CH3:12])[C:10](=[O:13])[C:9]3([CH2:15][CH2:14]3)[CH2:8][N:7]([CH:16]3[CH2:20][CH2:19][CH2:18][CH2:17]3)[C:6]=2[N:21]=1.[NH2:22][C:23]1[CH:31]=[CH:30][C:26]([C:27]([OH:29])=[O:28])=[CH:25][C:24]=1[F:32].C(O)(C(F)(F)F)=O, predict the reaction product. The product is: [CH:16]1([N:7]2[CH2:8][C:9]3([CH2:15][CH2:14]3)[C:10](=[O:13])[N:11]([CH3:12])[C:5]3[CH:4]=[N:3][C:2]([NH:22][C:23]4[CH:31]=[CH:30][C:26]([C:27]([OH:29])=[O:28])=[CH:25][C:24]=4[F:32])=[N:21][C:6]2=3)[CH2:20][CH2:19][CH2:18][CH2:17]1. (3) Given the reactants [N+](C1C=CC(COC([N:12]2[CH2:17][CH2:16][C@H:15]([OH:18])[C@H:14]([OH:19])[CH2:13]2)=O)=CC=1)([O-])=O.[CH3:22][C:23]([OH:25])=[O:24], predict the reaction product. The product is: [NH:12]1[CH2:17][CH2:16][C@H:15]([OH:18])[C@H:14]([OH:19])[CH2:13]1.[CH3:22][C:23]([OH:25])=[O:24]. (4) Given the reactants C[O:2][CH:3]1[CH2:35][C:7]2[NH:8][C:9]([C:11]3[C:12]([CH3:34])=[CH:13][C:14]([CH3:33])=[C:15]([CH:32]=3)[C:16]([N:18]3[CH2:23][CH2:22][CH:21]([C:24]4[CH:31]=[CH:30][C:27]([C:28]#[N:29])=[CH:26][CH:25]=4)[CH2:20][CH2:19]3)=[O:17])=[N:10][C:6]=2[CH2:5][CH2:4]1.C(#N)C.Cl[Si](Cl)(Cl)Cl.[I-].[Na+], predict the reaction product. The product is: [OH:2][CH:3]1[CH2:35][C:7]2[NH:8][C:9]([C:11]3[C:12]([CH3:34])=[CH:13][C:14]([CH3:33])=[C:15]([CH:32]=3)[C:16]([N:18]3[CH2:19][CH2:20][CH:21]([C:24]4[CH:25]=[CH:26][C:27]([C:28]#[N:29])=[CH:30][CH:31]=4)[CH2:22][CH2:23]3)=[O:17])=[N:10][C:6]=2[CH2:5][CH2:4]1. (5) Given the reactants C([O-])(=O)C.[K+].Br[C:7]1[C:20]2[S:19][C:18]3[C:13](=[CH:14][C:15]([N+:21]([O-:23])=[O:22])=[CH:16][CH:17]=3)[S:12][C:11]=2[CH:10]=[CH:9][CH:8]=1.Cl[C:25]1[CH:30]=[C:29]([N:31]2[CH2:36][CH2:35][O:34][CH2:33][CH2:32]2)[CH:28]=[C:27]([O:37][CH2:38][C:39]2[CH:44]=[CH:43][C:42]([O:45][CH3:46])=[CH:41][CH:40]=2)[N:26]=1.C(=O)([O-])[O-].[K+].[K+].C1(P(C2CCCCC2)C2C=CC=CC=2C2C(C(C)C)=CC(C(C)C)=CC=2C(C)C)CCCCC1, predict the reaction product. The product is: [CH3:46][O:45][C:42]1[CH:41]=[CH:40][C:39]([CH2:38][O:37][C:27]2[CH:28]=[C:29]([N:31]3[CH2:32][CH2:33][O:34][CH2:35][CH2:36]3)[CH:30]=[C:25]([C:7]3[C:20]4[S:19][C:18]5[C:13](=[CH:14][C:15]([N+:21]([O-:23])=[O:22])=[CH:16][CH:17]=5)[S:12][C:11]=4[CH:10]=[CH:9][CH:8]=3)[N:26]=2)=[CH:44][CH:43]=1. (6) Given the reactants [C:1]1(=[O:7])[O:6][CH:4]([CH3:5])CO1.[NH:8](CCO)[CH2:9][CH2:10][OH:11], predict the reaction product. The product is: [OH:11][CH2:10][CH2:9][N:8]1[CH2:5][CH2:4][O:6][C:1]1=[O:7]. (7) The product is: [CH3:1][O:2][C:3]1[C:4]([O:29][CH2:30][CH2:31][CH2:32][N:33]2[CH2:37][CH2:36][CH2:35][C:34]2=[O:38])=[CH:5][C:6]2[CH2:15][CH:14]([C:16]([CH3:20])([CH3:21])[CH2:17][O:18][CH3:19])[N:13]3[C:8](=[CH:9][C:10](=[O:27])[C:11]([C:22]([OH:24])=[O:23])=[CH:12]3)[C:7]=2[CH:28]=1. Given the reactants [CH3:1][O:2][C:3]1[C:4]([O:29][CH2:30][CH2:31][CH2:32][N:33]2[CH2:37][CH2:36][CH2:35][C:34]2=[O:38])=[CH:5][C:6]2[CH2:15][CH:14]([C:16]([CH3:21])([CH3:20])[CH2:17][O:18][CH3:19])[N:13]3[C:8](=[CH:9][C:10](=[O:27])[C:11]([C:22]([O:24]CC)=[O:23])=[CH:12]3)[C:7]=2[CH:28]=1.[Li+].[OH-].Cl, predict the reaction product.